Dataset: Reaction yield outcomes from USPTO patents with 853,638 reactions. Task: Predict the reaction yield, written as a fraction of the theoretical maximum amount of product (1.0 means a 100% yield; for example, 0.34 means a 34% yield). (1) The reactants are [NH2:1][C@@H:2]1[C:11]2[C:6](=[CH:7][CH:8]=[CH:9][CH:10]=2)[C@H:5]([OH:12])[CH2:4][CH2:3]1.[H-].[Na+].[C:15]([O:19][C:20]([N:22]1[CH2:27][CH2:26][CH:25]([CH2:28][C:29]2[N:33]3[CH:34]=[C:35](F)[CH:36]=[CH:37][C:32]3=[N:31][N:30]=2)[CH2:24][CH2:23]1)=[O:21])([CH3:18])([CH3:17])[CH3:16]. The catalyst is CN(C=O)C. The product is [C:15]([O:19][C:20]([N:22]1[CH2:23][CH2:24][CH:25]([CH2:28][C:29]2[N:33]3[CH:34]=[C:35]([O:12][C@H:5]4[C:6]5[C:11](=[CH:10][CH:9]=[CH:8][CH:7]=5)[C@@H:2]([NH2:1])[CH2:3][CH2:4]4)[CH:36]=[CH:37][C:32]3=[N:31][N:30]=2)[CH2:26][CH2:27]1)=[O:21])([CH3:18])([CH3:16])[CH3:17]. The yield is 0.440. (2) The reactants are [Cl:1][C:2]1[CH:3]=[C:4]([NH2:15])[CH:5]=[CH:6][C:7]=1[S:8][C:9]1[N:10]([CH3:14])[CH2:11][CH2:12][N:13]=1.C(N(C(C)C)CC)(C)C.[C:25](Cl)(Cl)=[S:26]. The catalyst is O1CCCC1. The product is [Cl:1][C:2]1[CH:3]=[C:4]([N:15]=[C:25]=[S:26])[CH:5]=[CH:6][C:7]=1[S:8][C:9]1[N:10]([CH3:14])[CH2:11][CH2:12][N:13]=1. The yield is 0.990. (3) The reactants are [Cl:1][C:2]1[CH:14]=[CH:13][C:5]([CH2:6][CH:7]2[CH2:11][CH2:10][NH:9][C:8]2=O)=[CH:4][CH:3]=1. The catalyst is C1COCC1. The product is [Cl:1][C:2]1[CH:3]=[CH:4][C:5]([CH2:6][CH:7]2[CH2:11][CH2:10][NH:9][CH2:8]2)=[CH:13][CH:14]=1. The yield is 0.990. (4) The reactants are [NH2:1][C:2]1[NH:6][N:5]=[C:4]([CH3:7])[C:3]=1[C:8]1[S:9][C:10]2[CH:16]=[C:15]([S:17](Cl)(=[O:19])=[O:18])[CH:14]=[CH:13][C:11]=2[N:12]=1.[CH3:21][N:22]([CH3:26])[CH2:23][CH2:24][NH2:25].CN1CCOCC1. The catalyst is CO. The product is [CH3:21][N:22]([CH3:26])[CH2:23][CH2:24][NH:25][S:17]([C:15]1[CH:14]=[CH:13][C:11]2[N:12]=[C:8]([C:3]3[C:4]([CH3:7])=[N:5][NH:6][C:2]=3[NH2:1])[S:9][C:10]=2[CH:16]=1)(=[O:19])=[O:18]. The yield is 0.0900.